Dataset: Catalyst prediction with 721,799 reactions and 888 catalyst types from USPTO. Task: Predict which catalyst facilitates the given reaction. (1) Reactant: [O:1]1[CH2:6][C:5](=[O:7])[NH:4][C@@H:3]2[C:8]3[CH:9]=[CH:10][CH:11]=[CH:12][C:13]=3[CH2:14][C@H:2]12.[H-].[Na+].Br[CH2:18][C:19]([O:21][CH2:22][CH3:23])=[O:20]. Product: [O:7]=[C:5]1[CH2:6][O:1][C@H:2]2[CH2:14][C:13]3[CH:12]=[CH:11][CH:10]=[CH:9][C:8]=3[C@H:3]2[N:4]1[CH2:18][C:19]([O:21][CH2:22][CH3:23])=[O:20]. The catalyst class is: 3. (2) Reactant: C([O:8][C:9]1[CH:14]=[C:13]([O:15]CC2C=CC=CC=2)[C:12]([CH:23]([CH3:25])[CH3:24])=[CH:11][C:10]=1[C:26]1[N:27]([N:32]2[CH2:37][CH2:36][CH2:35][CH2:34][CH2:33]2)[C:28](=S)[NH:29][N:30]=1)C1C=CC=CC=1.C(Cl)Cl.B(Cl)(Cl)Cl.C(=O)([O-])[OH:46].[Na+]. Product: [OH:8][C:9]1[CH:14]=[C:13]([OH:15])[C:12]([CH:23]([CH3:25])[CH3:24])=[CH:11][C:10]=1[C:26]1[N:27]([N:32]2[CH2:33][CH2:34][CH2:35][CH2:36][CH2:37]2)[C:28](=[O:46])[NH:29][N:30]=1. The catalyst class is: 5. (3) Reactant: [CH3:1][C:2]([O:5][C:6]([NH:8][CH2:9][C:10]([OH:12])=O)=[O:7])([CH3:4])[CH3:3].C(Cl)CCl.C1C=CC2N(O)N=NC=2C=1.C(N1CCOCC1)C.Cl.[CH3:36][CH:37]([O:39][C:40]1[CH:47]=[CH:46][C:45]([C:48]2[O:52][N:51]=[C:50]([C:53]3[C:54]([CH3:63])=[C:55]4[C:60](=[CH:61][CH:62]=3)[CH2:59][NH:58][CH2:57][CH2:56]4)[N:49]=2)=[CH:44][C:41]=1[C:42]#[N:43])[CH3:38]. Product: [C:42]([C:41]1[CH:44]=[C:45]([C:48]2[O:52][N:51]=[C:50]([C:53]3[C:54]([CH3:63])=[C:55]4[C:60](=[CH:61][CH:62]=3)[CH2:59][N:58]([C:10](=[O:12])[CH2:9][NH:8][C:6](=[O:7])[O:5][C:2]([CH3:1])([CH3:3])[CH3:4])[CH2:57][CH2:56]4)[N:49]=2)[CH:46]=[CH:47][C:40]=1[O:39][CH:37]([CH3:38])[CH3:36])#[N:43]. The catalyst class is: 3. (4) Reactant: [CH3:1][C:2]1([CH3:23])[C:11]2[C:6](=[CH:7][CH:8]=[C:9]([C:12]([F:15])([F:14])[F:13])[CH:10]=2)[NH:5][CH:4]([C:16]2[CH:17]=[C:18]([NH2:22])[CH:19]=[CH:20][CH:21]=2)[CH2:3]1.N1C=CC=CC=1.[CH3:30][S:31](Cl)(=[O:33])=[O:32]. Product: [CH3:1][C:2]1([CH3:23])[C:11]2[C:6](=[CH:7][CH:8]=[C:9]([C:12]([F:15])([F:13])[F:14])[CH:10]=2)[NH:5][CH:4]([C:16]2[CH:17]=[C:18]([NH:22][S:31]([CH3:30])(=[O:33])=[O:32])[CH:19]=[CH:20][CH:21]=2)[CH2:3]1. The catalyst class is: 4.